This data is from Peptide-MHC class II binding affinity with 134,281 pairs from IEDB. The task is: Regression. Given a peptide amino acid sequence and an MHC pseudo amino acid sequence, predict their binding affinity value. This is MHC class II binding data. (1) The peptide sequence is INEPTAAAIAYSLDR. The MHC is HLA-DQA10501-DQB10301 with pseudo-sequence HLA-DQA10501-DQB10301. The binding affinity (normalized) is 0.380. (2) The peptide sequence is KKLVLNIKYTRPGDS. The MHC is DRB1_1302 with pseudo-sequence DRB1_1302. The binding affinity (normalized) is 0.509.